From a dataset of Forward reaction prediction with 1.9M reactions from USPTO patents (1976-2016). Predict the product of the given reaction. (1) Given the reactants CC1C=CC(S(O[C@H:12]2[CH2:16][CH2:15][O:14][CH2:13]2)(=O)=O)=CC=1.[Cl:17][C:18]1[CH:23]=[CH:22][C:21]([C@:24]2([O:33][C@H:32]([CH2:34][OH:35])[C@@H:30]([OH:31])[C@H:28]([OH:29])[C@H:26]2[OH:27])[OH:25])=[CH:20][C:19]=1[CH2:36][C:37]1[CH:42]=[CH:41][C:40]([OH:43])=[CH:39][CH:38]=1.C(=O)([O-])[O-].[Cs+].[Cs+], predict the reaction product. The product is: [Cl:17][C:18]1[CH:23]=[CH:22][C:21]([C@:24]2([O:33][C@H:32]([CH2:34][OH:35])[C@@H:30]([OH:31])[C@H:28]([OH:29])[C@H:26]2[OH:27])[OH:25])=[CH:20][C:19]=1[CH2:36][C:37]1[CH:38]=[CH:39][C:40]([O:43][C@@H:12]2[CH2:16][CH2:15][O:14][CH2:13]2)=[CH:41][CH:42]=1. (2) Given the reactants CO.C([O:6][C@@H:7]1[C@@H:12]([O:13]C(=O)C)[C@H:11]([O:17]C(=O)C)[C@@H:10]([CH2:21][O:22]C(=O)C)[O:9][C@H:8]1[C:26]1[CH:31]=[CH:30][C:29]([F:32])=[C:28]([CH2:33][C:34]2[S:35][C:36]3[CH:42]=[CH:41][CH:40]=[CH:39][C:37]=3[CH:38]=2)[CH:27]=1)(=O)C.[OH-].[Na+].Cl, predict the reaction product. The product is: [S:35]1[C:36]2[CH:42]=[CH:41][CH:40]=[CH:39][C:37]=2[CH:38]=[C:34]1[CH2:33][C:28]1[CH:27]=[C:26]([C@@H:8]2[O:9][C@H:10]([CH2:21][OH:22])[C@@H:11]([OH:17])[C@H:12]([OH:13])[C@H:7]2[OH:6])[CH:31]=[CH:30][C:29]=1[F:32].